This data is from Catalyst prediction with 721,799 reactions and 888 catalyst types from USPTO. The task is: Predict which catalyst facilitates the given reaction. The catalyst class is: 1. Product: [CH2:16]([O:23][C:24]1[CH:25]=[CH:26][C:27]([C:28]2[NH:37][C:31]3=[N:32][CH:33]=[CH:34][C:35]([Cl:36])=[C:30]3[N:29]=2)=[CH:38][CH:39]=1)[C:17]1[CH:18]=[CH:19][CH:20]=[CH:21][CH:22]=1. Reactant: C(OI(C1C=CC=CC=1)OC(=O)C)(=O)C.[CH2:16]([O:23][C:24]1[CH:39]=[CH:38][C:27](/[CH:28]=[N:29]/[C:30]2[C:31]([NH2:37])=[N:32][CH:33]=[CH:34][C:35]=2[Cl:36])=[CH:26][CH:25]=1)[C:17]1[CH:22]=[CH:21][CH:20]=[CH:19][CH:18]=1.